This data is from Peptide-MHC class II binding affinity with 134,281 pairs from IEDB. The task is: Regression. Given a peptide amino acid sequence and an MHC pseudo amino acid sequence, predict their binding affinity value. This is MHC class II binding data. (1) The peptide sequence is MAVHQYTVALFLAVA. The MHC is HLA-DPA10301-DPB10402 with pseudo-sequence HLA-DPA10301-DPB10402. The binding affinity (normalized) is 0.460. (2) The peptide sequence is DGYFLKIKVTAASPM. The MHC is HLA-DPA10201-DPB10101 with pseudo-sequence HLA-DPA10201-DPB10101. The binding affinity (normalized) is 0.429. (3) The peptide sequence is AGYLVGRKPLAFFSW. The MHC is DRB1_0701 with pseudo-sequence DRB1_0701. The binding affinity (normalized) is 0.536. (4) The peptide sequence is GELQIVDKIDAAFKT. The MHC is DRB1_1501 with pseudo-sequence DRB1_1501. The binding affinity (normalized) is 0.488. (5) The peptide sequence is APGAAAAPLSWSKDI. The MHC is DRB1_1602 with pseudo-sequence DRB1_1602. The binding affinity (normalized) is 0.169. (6) The peptide sequence is VENVRVAYGKCDSAG. The MHC is HLA-DQA10102-DQB10501 with pseudo-sequence HLA-DQA10102-DQB10501. The binding affinity (normalized) is 0.380.